This data is from Catalyst prediction with 721,799 reactions and 888 catalyst types from USPTO. The task is: Predict which catalyst facilitates the given reaction. (1) Reactant: [N:1]([CH2:4][C:5]1[N:10]=[C:9]([CH2:11][N:12]([CH2:23][C:24]2[CH:29]=[CH:28][C:27]([Cl:30])=[CH:26][CH:25]=2)[CH2:13][C:14]([O:16][CH2:17][CH2:18][Si:19]([CH3:22])([CH3:21])[CH3:20])=[O:15])[CH:8]=[CH:7][CH:6]=1)=[N+]=[N-]. Product: [NH2:1][CH2:4][C:5]1[N:10]=[C:9]([CH2:11][N:12]([CH2:23][C:24]2[CH:25]=[CH:26][C:27]([Cl:30])=[CH:28][CH:29]=2)[CH2:13][C:14]([O:16][CH2:17][CH2:18][Si:19]([CH3:21])([CH3:22])[CH3:20])=[O:15])[CH:8]=[CH:7][CH:6]=1. The catalyst class is: 19. (2) Reactant: [NH2:1][C:2]1[CH:18]=[CH:17][C:16]([NH:19][C:20](=[O:30])[CH2:21][O:22][CH2:23][C:24]2[CH:29]=[CH:28][CH:27]=[CH:26][CH:25]=2)=[CH:15][C:3]=1[C:4]([NH:6][CH:7]1[CH2:12][CH2:11][C:10](=[O:13])[NH:9][C:8]1=[O:14])=[O:5].C(OC)(OC)OC.[C:38]1(C)C=CC(S(O)(=O)=O)=C[CH:39]=1.O. Product: [CH2:23]([O:22][CH2:21][C:20]([NH:19][C:16]1[CH:15]=[C:3]2[C:2](=[CH:18][CH:17]=1)[N:1]=[C:38]([CH3:39])[N:6]([CH:7]1[CH2:12][CH2:11][C:10](=[O:13])[NH:9][C:8]1=[O:14])[C:4]2=[O:5])=[O:30])[C:24]1[CH:25]=[CH:26][CH:27]=[CH:28][CH:29]=1. The catalyst class is: 28. (3) Reactant: [C:1]1([C:7]2[CH:12]=[CH:11][N:10]3[N:13]=[N:14][C:15]([C:16]([O-:18])=O)=[C:9]3[CH:8]=2)[CH:6]=[CH:5][CH:4]=[CH:3][CH:2]=1.C1([C:25]2[CH:30]=[CH:29][N:28]=[C:27]([CH2:31][C:32]([O:34][CH3:35])=O)[CH:26]=2)C=CC=CC=1.[CH2:36]1CCN2C(=NCCC2)C[CH2:37]1.C(NC1C=CC(S(N=[N+]=[N-])(=O)=O)=CC=1)(=O)C. Product: [CH3:35][O:34][C:32]1[CH:31]=[C:27]2[C:26]([C:25]([O:18][CH2:16][C:15]3[N:14]=[N:13][N:10]4[CH:11]=[CH:12][C:7]([C:1]5[CH:2]=[CH:3][CH:4]=[CH:5][CH:6]=5)=[CH:8][C:9]=34)=[CH:30][CH:29]=[N:28]2)=[CH:37][CH:36]=1. The catalyst class is: 23. (4) Reactant: [CH3:1][O:2][C:3]1[CH:8]=[CH:7][C:6]([CH2:9][CH2:10][NH2:11])=[CH:5][CH:4]=1.[C:12]([C:16]1[CH:17]=[CH:18][C:19]([O:25][CH3:26])=[C:20]([CH:24]=1)[C:21](Cl)=[O:22])([CH3:15])([CH3:14])[CH3:13].Cl. The catalyst class is: 537. Product: [C:12]([C:16]1[CH:17]=[CH:18][C:19]([O:25][CH3:26])=[C:20]([CH:24]=1)[C:21]([NH:11][CH2:10][CH2:9][C:6]1[CH:7]=[CH:8][C:3]([O:2][CH3:1])=[CH:4][CH:5]=1)=[O:22])([CH3:15])([CH3:13])[CH3:14]. (5) Reactant: [Br:1][C:2]1[CH:3]=[CH:4][C:5]2[N:11]3[C:12]([C:15]([F:18])([F:17])[F:16])=[N:13][N:14]=[C:10]3[C@@H:9]([CH2:19][C:20]([O:22]CC)=[O:21])[O:8][C@H:7]([C:25]3[CH:30]=[CH:29][CH:28]=[C:27]([O:31][CH3:32])[C:26]=3[Cl:33])[C:6]=2[CH:34]=1.Cl.O. Product: [Br:1][C:2]1[CH:3]=[CH:4][C:5]2[N:11]3[C:12]([C:15]([F:18])([F:17])[F:16])=[N:13][N:14]=[C:10]3[C@@H:9]([CH2:19][C:20]([OH:22])=[O:21])[O:8][C@H:7]([C:25]3[CH:30]=[CH:29][CH:28]=[C:27]([O:31][CH3:32])[C:26]=3[Cl:33])[C:6]=2[CH:34]=1. The catalyst class is: 12. (6) Reactant: [CH2:1]([NH:8][C:9](=[O:24])[C:10]1[C:15]([C:16]2[CH:21]=[CH:20][CH:19]=[CH:18][C:17]=2[CH3:22])=[CH:14][C:13](Cl)=[N:12][CH:11]=1)[C:2]1[CH:7]=[CH:6][CH:5]=[CH:4][CH:3]=1.[CH3:25][N:26]1[CH2:31][CH2:30][NH:29][CH2:28][CH2:27]1. Product: [CH2:1]([NH:8][C:9](=[O:24])[C:10]1[C:15]([C:16]2[CH:21]=[CH:20][CH:19]=[CH:18][C:17]=2[CH3:22])=[CH:14][C:13]([N:29]2[CH2:30][CH2:31][N:26]([CH3:25])[CH2:27][CH2:28]2)=[N:12][CH:11]=1)[C:2]1[CH:7]=[CH:6][CH:5]=[CH:4][CH:3]=1. The catalyst class is: 13.